Dataset: Full USPTO retrosynthesis dataset with 1.9M reactions from patents (1976-2016). Task: Predict the reactants needed to synthesize the given product. (1) The reactants are: [CH2:1]([NH:3][C:4](=[O:30])[NH:5][C:6]1[N:11]=[CH:10][C:9]([C:12]2[CH:13]=[N:14][CH:15]=[C:16]([C:18]([NH2:20])=[O:19])[CH:17]=2)=[C:8]([C:21]2[S:22][CH:23]=[C:24]([C:26]([F:29])([F:28])[F:27])[N:25]=2)[CH:7]=1)[CH3:2].CO[C:33](OC)([N:35]([CH3:37])[CH3:36])[CH3:34]. Given the product [CH3:36][N:35]([CH3:37])[C:33](=[N:20][C:18]([C:16]1[CH:17]=[C:12]([C:9]2[CH:10]=[N:11][C:6]([NH:5][C:4]([NH:3][CH2:1][CH3:2])=[O:30])=[CH:7][C:8]=2[C:21]2[S:22][CH:23]=[C:24]([C:26]([F:29])([F:27])[F:28])[N:25]=2)[CH:13]=[N:14][CH:15]=1)=[O:19])[CH3:34], predict the reactants needed to synthesize it. (2) Given the product [C:13]([C@@:10]1([CH:15]2[CH2:17][CH2:16]2)[CH2:11][CH2:12][N:8]([C:6]2[CH:5]=[CH:4][N:3]=[C:2]([NH:19][C:20]3[CH:24]=[C:23]([C:25]([CH3:29])([CH3:30])[C:26]([NH2:28])=[O:27])[N:22]([CH3:31])[N:21]=3)[CH:7]=2)[C:9]1=[O:18])#[N:14], predict the reactants needed to synthesize it. The reactants are: Br[C:2]1[CH:7]=[C:6]([N:8]2[CH2:12][CH2:11][C@:10]([CH:15]3[CH2:17][CH2:16]3)([C:13]#[N:14])[C:9]2=[O:18])[CH:5]=[CH:4][N:3]=1.[NH2:19][C:20]1[CH:24]=[C:23]([C:25]([CH3:30])([CH3:29])[C:26]([NH2:28])=[O:27])[N:22]([CH3:31])[N:21]=1.C(=O)([O-])[O-].[K+].[K+].C1(P(C2CCCCC2)C2C(OC)=CC=C(OC)C=2C2C(C(C)C)=CC(C(C)C)=CC=2C(C)C)CCCCC1.C(=O)([O-])O.[Na+]. (3) Given the product [CH3:1][C:2]1[CH:7]=[CH:6][C:5]([S:8]([O:22][CH2:23][CH2:24][CH:25]2[CH2:26][C:27]([C:37]3[CH:42]=[CH:41][CH:40]=[CH:39][CH:38]=3)([C:31]3[CH:36]=[CH:35][CH:34]=[CH:33][CH:32]=3)[C:28](=[O:30])[O:29]2)(=[O:10])=[O:9])=[CH:4][CH:3]=1, predict the reactants needed to synthesize it. The reactants are: [CH3:1][C:2]1[CH:7]=[CH:6][C:5]([S:8](OCCC2CC(C)(C)C(=O)O2)(=[O:10])=[O:9])=[CH:4][CH:3]=1.[OH:22][CH2:23][CH2:24][CH:25]1[O:29][C:28](=[O:30])[C:27]([C:37]2[CH:42]=[CH:41][CH:40]=[CH:39][CH:38]=2)([C:31]2[CH:36]=[CH:35][CH:34]=[CH:33][CH:32]=2)[CH2:26]1.OCCC1OC(=O)C(C)(C)C1. (4) Given the product [S:59]1[C:63]2[CH:64]=[CH:65][CH:66]=[CH:67][C:62]=2[CH:61]=[C:60]1[CH2:68][N:8]1[C:9](=[O:26])[C:10]([CH2:11][C:12]2[CH:17]=[CH:16][C:15]([C:18]3[C:19]([C:24]#[N:25])=[CH:20][CH:21]=[CH:22][CH:23]=3)=[CH:14][CH:13]=2)=[C:5]([CH2:1][CH2:2][CH2:3][CH3:4])[N:6]=[C:7]1[CH3:27], predict the reactants needed to synthesize it. The reactants are: [CH2:1]([C:5]1[N:6]=[C:7]([CH3:27])[NH:8][C:9](=[O:26])[C:10]=1[CH2:11][C:12]1[CH:17]=[CH:16][C:15]([C:18]2[C:19]([C:24]#[N:25])=[CH:20][CH:21]=[CH:22][CH:23]=2)=[CH:14][CH:13]=1)[CH2:2][CH2:3][CH3:4].N(C(N1CCCCC1)=O)=NC(N1CCCCC1)=O.C(P(CCCC)CCCC)CCC.[S:59]1[C:63]2[CH:64]=[CH:65][CH:66]=[CH:67][C:62]=2[CH:61]=[C:60]1[CH2:68]O. (5) Given the product [F:11][C:9]([F:10])([F:12])[C:7]1[CH:6]=[C:5]([C:13]([CH3:43])([CH3:42])[C:14]([N:16]([C:18]2[CH:19]=[N:20][C:21]([N:32]3[CH2:36][CH2:35][CH:34]([N:37]([CH2:49][CH3:50])[S:38]([CH3:41])(=[O:40])=[O:39])[CH2:33]3)=[CH:22][C:23]=2[C:24]2[CH:29]=[CH:28][C:27]([F:30])=[CH:26][C:25]=2[CH3:31])[CH3:17])=[O:15])[CH:4]=[C:3]([C:2]([F:1])([F:44])[F:45])[CH:8]=1, predict the reactants needed to synthesize it. The reactants are: [F:1][C:2]([F:45])([F:44])[C:3]1[CH:4]=[C:5]([C:13]([CH3:43])([CH3:42])[C:14]([N:16]([C:18]2[CH:19]=[N:20][C:21]([N:32]3[CH2:36][CH2:35][C@H:34]([NH:37][S:38]([CH3:41])(=[O:40])=[O:39])[CH2:33]3)=[CH:22][C:23]=2[C:24]2[CH:29]=[CH:28][C:27]([F:30])=[CH:26][C:25]=2[CH3:31])[CH3:17])=[O:15])[CH:6]=[C:7]([C:9]([F:12])([F:11])[F:10])[CH:8]=1.[H-].[Na+].I[CH2:49][CH3:50].COC(C)(C)C. (6) Given the product [CH2:1]([O:8][C:9]([N:11]([CH2:22][CH2:23][C:24]1[CH:29]=[CH:28][C:27]([NH2:30])=[CH:26][CH:25]=1)[CH2:12][C:13]1[CH:18]=[CH:17][C:16]([NH2:19])=[CH:15][CH:14]=1)=[O:10])[C:2]1[CH:3]=[CH:4][CH:5]=[CH:6][CH:7]=1, predict the reactants needed to synthesize it. The reactants are: [CH2:1]([O:8][C:9]([N:11]([CH2:22][CH2:23][C:24]1[CH:29]=[CH:28][C:27]([N+:30]([O-])=O)=[CH:26][CH:25]=1)[CH2:12][C:13]1[CH:18]=[CH:17][C:16]([N+:19]([O-])=O)=[CH:15][CH:14]=1)=[O:10])[C:2]1[CH:7]=[CH:6][CH:5]=[CH:4][CH:3]=1.[H][H]. (7) Given the product [CH3:24][O:23][CH2:22][CH2:21][O:20][C:16]1[CH:17]=[C:18]2[C:13](=[C:14]([N:25]([CH3:34])[S:26]([C:29]3[S:30][CH:31]=[CH:32][CH:33]=3)(=[O:28])=[O:27])[CH:15]=1)[NH:12][C:11]([C:9]1[S:10][CH:6]([CH2:5][C:4]([OH:35])=[O:3])[CH2:7][N:8]=1)=[CH:19]2, predict the reactants needed to synthesize it. The reactants are: C([O:3][C:4](=[O:35])[CH2:5][CH:6]1[S:10][C:9]([C:11]2[NH:12][C:13]3[C:18]([CH:19]=2)=[CH:17][C:16]([O:20][CH2:21][CH2:22][O:23][CH3:24])=[CH:15][C:14]=3[N:25]([CH3:34])[S:26]([C:29]2[S:30][CH:31]=[CH:32][CH:33]=2)(=[O:28])=[O:27])=[N:8][CH2:7]1)C.[OH-].[Na+].O1CCCC1.C(O)(=O)CC(CC(O)=O)(C(O)=O)O. (8) Given the product [CH3:33][N:30]1[CH2:29][CH2:28][N:27]([C:25]2[CH:24]=[CH:23][N:22]=[C:21]([NH:1][C:2]3[CH:3]=[CH:4][C:5]4[S:9][C:8]([NH:10][C:11](=[O:18])[C:12]5[CH:17]=[CH:16][CH:15]=[CH:14][CH:13]=5)=[N:7][C:6]=4[CH:19]=3)[N:26]=2)[CH2:32][CH2:31]1, predict the reactants needed to synthesize it. The reactants are: [NH2:1][C:2]1[CH:3]=[CH:4][C:5]2[S:9][C:8]([NH:10][C:11](=[O:18])[C:12]3[CH:17]=[CH:16][CH:15]=[CH:14][CH:13]=3)=[N:7][C:6]=2[CH:19]=1.Cl[C:21]1[N:26]=[C:25]([N:27]2[CH2:32][CH2:31][N:30]([CH3:33])[CH2:29][CH2:28]2)[CH:24]=[CH:23][N:22]=1.C(=O)([O-])O.[Na+]. (9) Given the product [CH3:13][N:8]1[C:4]([N+:1]([O-:3])=[O:2])=[CH:5][C:6]([C:9]([O:11][CH3:12])=[O:10])=[N:7]1, predict the reactants needed to synthesize it. The reactants are: [N+:1]([C:4]1[NH:8][N:7]=[C:6]([C:9]([O:11][CH3:12])=[O:10])[CH:5]=1)([O-:3])=[O:2].[C:13](=O)([O-])[O-].[K+].[K+].CI. (10) Given the product [NH2:24][C:25]1[CH:30]=[C:29]([CH:28]=[CH:27][CH:26]=1)[C:4]([C:6]1[C:11](=[O:12])[CH:10]=[CH:9][N:8]([C:13]2[CH:14]=[N:15][N:16]([CH3:18])[CH:17]=2)[N:7]=1)=[O:5], predict the reactants needed to synthesize it. The reactants are: CON(C)[C:4]([C:6]1[C:11](=[O:12])[CH:10]=[CH:9][N:8]([C:13]2[CH:14]=[N:15][N:16]([CH3:18])[CH:17]=2)[N:7]=1)=[O:5].C[Si]([N:24]([Si](C)(C)C)[C:25]1[CH:26]=[C:27]([Mg]Cl)[CH:28]=[CH:29][CH:30]=1)(C)C.Cl.C([O-])([O-])=O.[Na+].[Na+].